Dataset: Experimentally validated miRNA-target interactions with 360,000+ pairs, plus equal number of negative samples. Task: Binary Classification. Given a miRNA mature sequence and a target amino acid sequence, predict their likelihood of interaction. (1) The miRNA is hsa-miR-6752-3p with sequence UCCCUGCCCCCAUACUCCCAG. The protein sequence of the target gene is MVLAGLIRKLGHQLAEIRERALKSILCKIEHNLICYADLIQERQLFLHLLEWFNFPSVPMKEEVLNLLSRLVKYPPAVQHLVDVGAVEFLSKLRSNVEPNLQAEIDGILDGLFLLPSEVPALSSASYQTNQTELSKNPEILTGYFPQDKSNFQQMEVPPRPVVNQTVKCLKFSTFPWLPLTTTDRHVLSSNESSLRSSNHTLIWNTCELLKDVIMQDFPAEIFLQRPKIVQSLLSLLKLAFGDGKHRLALQSVSCLQQLCMYLRNRLNFHRDPGFFSNKHDTVSQNSSLSYCHEARGTHH.... Result: 1 (interaction). (2) The miRNA is hsa-miR-4493 with sequence AGAAGGCCUUUCCAUCUCUGU. The protein sequence of the target gene is MTDTVVNRWMYPGDGPLQSNDKEQLQAGWSVHPGAQTDRQRKQEELTDEEKEIINRVIARAEKMEAMEQERIGRLVDRLETMRKNVAGDGVNRCILCGEQLGMLGSACVVCEDCKKNVCTKCGVETSNNRPHPVWLCKICLEQREVWKRSGAWFFKGFPKQVLPQPMPIKKTKPQQPAGEPATQEQPTPESRHPARAPARGDMEDRRPPGQKPGPDLTSAPGRGSHGPPTRRASEARMSTAARDSEGWDHAHGGGTGDTSRSPAGLRRANSVQAARPAPAPVPSPAPPQPVQPGPPGGSR.... Result: 0 (no interaction). (3) The miRNA is hsa-miR-3917 with sequence GCUCGGACUGAGCAGGUGGG. The protein sequence of the target gene is MALLSRPALTLLLLLMAAVVRCQEQAQTTDWRATLKTIRNGVHKIDTYLNAALDLLGGEDGLCQYKCSDGSKPFPRYGYKPSPPNGCGSPLFGVHLNIGIPSLTKCCNQHDRCYETCGKSKNDCDEEFQYCLSKICRDVQKTLGLTQHVQACETTVELLFDSVIHLGCKPYLDSQRAACRCHYEEKTDL. Result: 0 (no interaction). (4) The miRNA is hsa-miR-4777-5p with sequence UUCUAGAUGAGAGAUAUAUAUA. The protein sequence of the target gene is MSPGLLLLGSAVLLAFGLCCTFVHRARSRYEHIPGPPRPSFLLGHLPYFWKKDEDCGRVLQDVFLDWAKKYGPVVRVNVFYKTSVIVTSPESVKKFLMSTKYNKDSKMYRALQTVFGERLFGQGLVSECDYGRWYKQRKVMDLAFSRSSLVSLMETFNEKAEQLVEILEAKADGQTPVSMQDMLTCATIDILAKAAFGMETSMLLGAQKPLSQAVKVMLEGISASRNTLAKFMPGKRKQLREIRESIRLLRQVGKDWVQRRREALKRGEDMPADILTQILKAEEGAQDDEVLLDNFVTFF.... Result: 0 (no interaction).